This data is from Full USPTO retrosynthesis dataset with 1.9M reactions from patents (1976-2016). The task is: Predict the reactants needed to synthesize the given product. (1) Given the product [F:41][C:40]([F:43])([F:42])[S:37]([O:16][C:17]1[CH2:22][CH2:21][N:20]([C:23]([O:25][C:26]([CH3:29])([CH3:28])[CH3:27])=[O:24])[CH2:19][CH:18]=1)(=[O:39])=[O:38], predict the reactants needed to synthesize it. The reactants are: C[Si]([N-][Si](C)(C)C)(C)C.[Li+].O1CCCC1.[O:16]=[C:17]1[CH2:22][CH2:21][N:20]([C:23]([O:25][C:26]([CH3:29])([CH3:28])[CH3:27])=[O:24])[CH2:19][CH2:18]1.C1C=CC(N([S:37]([C:40]([F:43])([F:42])[F:41])(=[O:39])=[O:38])[S:37]([C:40]([F:43])([F:42])[F:41])(=[O:39])=[O:38])=CC=1.[Cl-].[NH4+]. (2) Given the product [CH:1]1([CH2:4][N:5]([C:33](=[O:34])[N:32]([CH3:36])[CH3:31])[C:6]2[CH:30]=[CH:29][C:9]([O:10][C:11]3[CH:12]=[C:13]([CH:22]=[C:23]([O:25][CH:26]([CH3:27])[CH3:28])[CH:24]=3)[C:14]([NH:16][C:17]3[S:18][CH:19]=[CH:20][N:21]=3)=[O:15])=[CH:8][CH:7]=2)[CH2:3][CH2:2]1, predict the reactants needed to synthesize it. The reactants are: [CH:1]1([CH2:4][NH:5][C:6]2[CH:30]=[CH:29][C:9]([O:10][C:11]3[CH:12]=[C:13]([CH:22]=[C:23]([O:25][CH:26]([CH3:28])[CH3:27])[CH:24]=3)[C:14]([NH:16][C:17]3[S:18][CH:19]=[CH:20][N:21]=3)=[O:15])=[CH:8][CH:7]=2)[CH2:3][CH2:2]1.[CH3:31][N:32]([CH3:36])[C:33](Cl)=[O:34].Cl.[OH-].[Na+]. (3) Given the product [F:18][C:14]([C@:2]1([NH:1][C:25]#[N:24])[C:10]2[C:5](=[CH:6][CH:7]=[C:8]([N+:11]([O-:13])=[O:12])[CH:9]=2)[CH2:4][CH2:3]1)([F:17])[CH2:15][OH:16], predict the reactants needed to synthesize it. The reactants are: [NH2:1][C@@:2]1([C:14]([F:18])([F:17])[CH2:15][OH:16])[C:10]2[C:5](=[CH:6][CH:7]=[C:8]([N+:11]([O-:13])=[O:12])[CH:9]=2)[CH2:4][CH2:3]1.C([O-])(=O)C.[Na+].[N:24]#[C:25]Br.CCCCCC. (4) Given the product [CH3:8][C:6]1[CH:7]=[C:2]([CH3:1])[N:3]=[C:4]([N:9]2[CH2:10][CH2:11][C:12]([O:16][CH2:15][CH2:14][OH:13])([C:23]#[N:24])[CH2:17][CH2:18]2)[N:5]=1, predict the reactants needed to synthesize it. The reactants are: [CH3:1][C:2]1[CH:7]=[C:6]([CH3:8])[N:5]=[C:4]([N:9]2[CH2:18][CH2:17][C:12]3([O:16][CH2:15][CH2:14][O:13]3)[CH2:11][CH2:10]2)[N:3]=1.[Si]([C:23]#[N:24])(C)(C)C.Cl.CO. (5) Given the product [CH2:26]([N:28]([CH2:19][C:10]1[C:11](=[O:18])[N:12]([CH2:14][CH:15]([CH3:17])[CH3:16])[N:13]=[C:8]([C:5]2[CH:6]=[CH:7][C:2]([F:1])=[C:3]([CH3:25])[CH:4]=2)[CH:9]=1)[CH2:29][CH3:30])[CH3:27], predict the reactants needed to synthesize it. The reactants are: [F:1][C:2]1[CH:7]=[CH:6][C:5]([C:8]2[CH:9]=[C:10]([CH2:19]OS(C)(=O)=O)[C:11](=[O:18])[N:12]([CH2:14][CH:15]([CH3:17])[CH3:16])[N:13]=2)=[CH:4][C:3]=1[CH3:25].[CH2:26]([NH:28][CH2:29][CH3:30])[CH3:27].